This data is from Reaction yield outcomes from USPTO patents with 853,638 reactions. The task is: Predict the reaction yield, written as a fraction of the theoretical maximum amount of product (1.0 means a 100% yield; for example, 0.34 means a 34% yield). (1) The reactants are [Cl:1][C:2]1[CH:7]=[CH:6][C:5]([NH:8][C:9]([CH:11]2[CH2:16][CH2:15][CH2:14][NH:13][CH2:12]2)=[O:10])=[CH:4][CH:3]=1.[S:17]1[CH:21]=[CH:20][CH:19]=[C:18]1[C:22]1[CH:23]=[C:24]([CH:28]=[CH:29][CH:30]=1)[C:25](O)=[O:26].C(N(CC)C(C)C)(C)C.Cl.C(N=C=NCCCN(C)C)C. The catalyst is O1CCCC1.CN(C)C1C=CN=CC=1.ClCCl. The product is [Cl:1][C:2]1[CH:3]=[CH:4][C:5]([NH:8][C:9]([CH:11]2[CH2:16][CH2:15][CH2:14][N:13]([C:25](=[O:26])[C:24]3[CH:28]=[CH:29][CH:30]=[C:22]([C:18]4[S:17][CH:21]=[CH:20][CH:19]=4)[CH:23]=3)[CH2:12]2)=[O:10])=[CH:6][CH:7]=1. The yield is 0.870. (2) The reactants are [NH2:1][C:2]1[CH:7]=[C:6]([C:8]([F:11])([F:10])[F:9])[C:5]([Br:12])=[CH:4][C:3]=1[NH:13][CH:14]1[CH2:19][CH2:18][N:17]([C:20]([O:22][C:23]([CH3:26])([CH3:25])[CH3:24])=[O:21])[CH2:16][CH2:15]1.C(N(C(C)C)CC)(C)C.Cl[C:37](OCC)=[O:38]. The catalyst is O1CCCC1.CN(C)C=O. The product is [Br:12][C:5]1[C:6]([C:8]([F:11])([F:9])[F:10])=[CH:7][C:2]2[NH:1][C:37](=[O:38])[N:13]([CH:14]3[CH2:15][CH2:16][N:17]([C:20]([O:22][C:23]([CH3:26])([CH3:25])[CH3:24])=[O:21])[CH2:18][CH2:19]3)[C:3]=2[CH:4]=1. The yield is 0.910. (3) The reactants are [NH:1]1[CH2:4][CH2:3][C:2]1=[O:5].C([O-])([O-])=O.[K+].[K+].[C@@H]1(N)CCCC[C@H]1N.Br[C:21]1[CH:26]=[CH:25][C:24]([O:27][CH3:28])=[CH:23][CH:22]=1. The catalyst is [Cu]I.O1CCOCC1. The product is [CH3:28][O:27][C:24]1[CH:25]=[CH:26][C:21]([N:1]2[CH2:4][CH2:3][C:2]2=[O:5])=[CH:22][CH:23]=1. The yield is 0.590. (4) The reactants are [CH3:1][O:2][C:3](=[O:34])[C:4]1[CH:9]=[CH:8][CH:7]=[C:6]([CH2:10][N:11]2[C:19]3[C:14](=[CH:15][C:16]([F:20])=[CH:17][CH:18]=3)[C@:13]3([CH2:22][C@:21]3([C:26]3[CH:31]=[CH:30][C:29](I)=[CH:28][CH:27]=3)[CH:23]([CH3:25])[CH3:24])[C:12]2=[O:33])[CH:5]=1.[C-:35]#[N:36].[Na+]. The catalyst is O1CCCC1.[Cu]I.C1C=CC([P]([Pd]([P](C2C=CC=CC=2)(C2C=CC=CC=2)C2C=CC=CC=2)([P](C2C=CC=CC=2)(C2C=CC=CC=2)C2C=CC=CC=2)[P](C2C=CC=CC=2)(C2C=CC=CC=2)C2C=CC=CC=2)(C2C=CC=CC=2)C2C=CC=CC=2)=CC=1. The product is [CH3:1][O:2][C:3](=[O:34])[C:4]1[CH:9]=[CH:8][CH:7]=[C:6]([CH2:10][N:11]2[C:19]3[C:14](=[CH:15][C:16]([F:20])=[CH:17][CH:18]=3)[C@:13]3([CH2:22][C@:21]3([C:26]3[CH:31]=[CH:30][C:29]([C:35]#[N:36])=[CH:28][CH:27]=3)[CH:23]([CH3:25])[CH3:24])[C:12]2=[O:33])[CH:5]=1. The yield is 0.455. (5) The reactants are F.F.F.C(N(CC)CC)C.C(N(CC)CC)C.[Si]([O:35][CH2:36][C@H:37]1[O:41][C@@H:40]([N:42]2[CH:49]=[C:48]([CH3:50])[C:46](=[O:47])[NH:45][C:43]2=[O:44])[C@H:39]([O:51][CH2:52][CH2:53][O:54][N:55]([CH3:57])[CH3:56])[C@@H:38]1[OH:58])(C(C)(C)C)(C1C=CC=CC=1)C1C=CC=CC=1.CO. The catalyst is C1COCC1.C(Cl)Cl. The product is [CH3:56][N:55]([CH3:57])[O:54][CH2:53][CH2:52][O:51][C@@H:39]1[C@H:38]([OH:58])[C@@H:37]([CH2:36][OH:35])[O:41][C@H:40]1[N:42]1[CH:49]=[C:48]([CH3:50])[C:46](=[O:47])[NH:45][C:43]1=[O:44]. The yield is 0.925.